This data is from Forward reaction prediction with 1.9M reactions from USPTO patents (1976-2016). The task is: Predict the product of the given reaction. (1) Given the reactants [C:1]([C:3]1[C@@:7]2([CH3:22])[CH2:8][CH2:9][C@H:10]3[C@H:19]([C@@H:6]2[CH2:5][CH:4]=1)[CH2:18][CH:17]=[C:16]1[C@:11]3([CH3:21])[CH2:12][CH2:13][C:14](=[O:20])[NH:15]1)#[CH:2].[Si]([N:27]=[N+:28]=[N-:29])(C)(C)C.C(OCC)(=O)C.O, predict the reaction product. The product is: [CH3:21][C@@:11]12[C@H:10]3[CH2:9][CH2:8][C@@:7]4([CH3:22])[C@H:6]([C@@H:19]3[CH2:18][CH:17]=[C:16]1[NH:15][C:14](=[O:20])[CH2:13][CH2:12]2)[CH2:5][CH:4]=[C:3]4[C:1]1[N:27]=[N:28][NH:29][CH:2]=1. (2) Given the reactants [C:1]1([C@H:7]([NH:10][C:11]([C:13]2[CH:14]=[C:15]([C:22]([N:24]3[CH2:28][CH2:27][CH2:26][C@@H:25]3[CH2:29][OH:30])=[O:23])[N:16]3[CH2:21][CH2:20][O:19][CH2:18][C:17]=23)=[O:12])[CH2:8][CH3:9])[CH:6]=[CH:5][CH:4]=[CH:3][CH:2]=1.C(N(CC)CC)C.[C:38](Cl)(=[O:40])[CH3:39].C(=O)([O-])O.[Na+], predict the reaction product. The product is: [C:1]1([C@H:7]([NH:10][C:11]([C:13]2[CH:14]=[C:15]([C:22]([N:24]3[CH2:28][CH2:27][CH2:26][C@@H:25]3[CH2:29][O:30][C:38](=[O:40])[CH3:39])=[O:23])[N:16]3[CH2:21][CH2:20][O:19][CH2:18][C:17]=23)=[O:12])[CH2:8][CH3:9])[CH:6]=[CH:5][CH:4]=[CH:3][CH:2]=1. (3) Given the reactants [Br:1][C:2]1[CH:32]=[CH:31][C:30]([F:33])=[CH:29][C:3]=1[O:4][CH:5]1[CH2:10][CH2:9][N:8]([C:11]2[N:16]=[CH:15][C:14]([C:17]3[N:18]=[N:19][N:20]([CH:22]([CH3:28])[C:23]([O:25]CC)=[O:24])[CH:21]=3)=[CH:13][N:12]=2)[CH2:7][CH2:6]1.[OH-].[Li+].O.OP([O-])(O)=O.[K+], predict the reaction product. The product is: [Br:1][C:2]1[CH:32]=[CH:31][C:30]([F:33])=[CH:29][C:3]=1[O:4][CH:5]1[CH2:10][CH2:9][N:8]([C:11]2[N:16]=[CH:15][C:14]([C:17]3[N:18]=[N:19][N:20]([CH:22]([CH3:28])[C:23]([OH:25])=[O:24])[CH:21]=3)=[CH:13][N:12]=2)[CH2:7][CH2:6]1. (4) The product is: [Cl:32][C:33]1[CH:34]=[C:35]([F:46])[C:36]([C:39]2[CH:40]=[CH:41][C:42]([O:45][CH2:48][CH:49]3[CH:54]([NH:55][C:56](=[O:62])[O:57][C:58]([CH3:61])([CH3:60])[CH3:59])[CH2:53][CH2:52][O:51][CH2:50]3)=[CH:43][CH:44]=2)=[N:37][CH:38]=1. Given the reactants P(CCCC)(CCCC)CCCC.C1CCN(C(N=NC(N2CCCCC2)=O)=O)CC1.[Cl:32][C:33]1[CH:34]=[C:35]([F:46])[C:36]([C:39]2[CH:44]=[CH:43][C:42]([OH:45])=[CH:41][CH:40]=2)=[N:37][CH:38]=1.O[CH2:48][CH:49]1[CH:54]([NH:55][C:56](=[O:62])[O:57][C:58]([CH3:61])([CH3:60])[CH3:59])[CH2:53][CH2:52][O:51][CH2:50]1.[OH-].[Na+], predict the reaction product. (5) Given the reactants C[Si]([N-][Si](C)(C)C)(C)C.[Li+].[F:11][C:12]1[CH:17]=[CH:16][C:15]([C@@H:18]2[O:22][C:21](=[O:23])[CH2:20][CH2:19]2)=[CH:14][CH:13]=1.I[CH2:25][CH:26]=[CH:27][CH2:28][O:29][CH2:30][C:31]1[CH:36]=[CH:35][CH:34]=[CH:33][CH:32]=1.[NH4+].[Cl-], predict the reaction product. The product is: [CH2:30]([O:29][CH2:28][CH:27]=[CH:26][CH2:25][C@H:20]1[CH2:19][C@H:18]([C:15]2[CH:14]=[CH:13][C:12]([F:11])=[CH:17][CH:16]=2)[O:22][C:21]1=[O:23])[C:31]1[CH:36]=[CH:35][CH:34]=[CH:33][CH:32]=1. (6) The product is: [F:8][C:4]1[C:3]([O:9][CH3:10])=[C:2]([C:15]2([OH:14])[CH2:11][CH2:12][CH2:13]2)[CH:7]=[CH:6][CH:5]=1. Given the reactants Br[C:2]1[CH:7]=[CH:6][CH:5]=[C:4]([F:8])[C:3]=1[O:9][CH3:10].[CH2:11]1[CH2:15][O:14][CH2:13][CH2:12]1.C([Mg]Cl)(C)C.C1(=O)CCC1, predict the reaction product. (7) Given the reactants [F:1][C:2]1[CH:3]=[C:4]([C:8]2[C:13](=[O:14])[N:12]3[C:15]([CH3:19])=[CH:16][CH:17]=[CH:18][C:11]3=[N:10][C:9]=2[CH:20]=[O:21])[CH:5]=[CH:6][CH:7]=1.[CH3:22][Mg]Br.CCOCC, predict the reaction product. The product is: [F:1][C:2]1[CH:3]=[C:4]([C:8]2[C:13](=[O:14])[N:12]3[C:15]([CH3:19])=[CH:16][CH:17]=[CH:18][C:11]3=[N:10][C:9]=2[CH:20]([OH:21])[CH3:22])[CH:5]=[CH:6][CH:7]=1. (8) The product is: [F:25][C:2]([F:1])([F:24])[CH:3]([NH:6][C:7]1[N:8]=[CH:9][C:10]2[CH2:16][CH2:15][NH:14][CH2:13][C:11]=2[N:12]=1)[CH2:4][OH:5]. Given the reactants [F:1][C:2]([F:25])([F:24])[CH:3]([NH:6][C:7]1[N:8]=[CH:9][C:10]2[CH2:16][CH2:15][N:14](C(OC(C)(C)C)=O)[CH2:13][C:11]=2[N:12]=1)[CH2:4][OH:5].C(O)(C(F)(F)F)=O, predict the reaction product.